From a dataset of Reaction yield outcomes from USPTO patents with 853,638 reactions. Predict the reaction yield, written as a fraction of the theoretical maximum amount of product (1.0 means a 100% yield; for example, 0.34 means a 34% yield). (1) The reactants are [CH2:1]([NH:3][C:4]1[CH:9]=[C:8]([CH3:10])[NH:7][C:6](=[O:11])[C:5]=1[C:12]#[N:13])[CH3:2].[C:14](O[C:14]([O:16][C:17]([CH3:20])([CH3:19])[CH3:18])=[O:15])([O:16][C:17]([CH3:20])([CH3:19])[CH3:18])=[O:15].[BH4-].[Na+].NCCNCCN.C([O-])(O)=O.[Na+]. The catalyst is CCOC(C)=O.O.O.O.O.O.O.[Ni](Cl)Cl.CO. The product is [CH2:1]([NH:3][C:4]1[CH:9]=[C:8]([CH3:10])[NH:7][C:6](=[O:11])[C:5]=1[CH2:12][NH:13][C:14](=[O:15])[O:16][C:17]([CH3:20])([CH3:19])[CH3:18])[CH3:2]. The yield is 0.567. (2) The reactants are [F:1][C:2]1[CH:3]=[C:4]([CH:8]([C:10]2[C:19]([N+:20]([O-:22])=[O:21])=[C:18]3[C:13]([CH:14]=[CH:15][CH:16]=[N:17]3)=[CH:12][CH:11]=2)[OH:9])[CH:5]=[CH:6][CH:7]=1. The catalyst is C(Cl)Cl.O=[Mn]=O. The product is [F:1][C:2]1[CH:3]=[C:4]([C:8]([C:10]2[C:19]([N+:20]([O-:22])=[O:21])=[C:18]3[C:13]([CH:14]=[CH:15][CH:16]=[N:17]3)=[CH:12][CH:11]=2)=[O:9])[CH:5]=[CH:6][CH:7]=1. The yield is 0.850.